From a dataset of Retrosynthesis with 50K atom-mapped reactions and 10 reaction types from USPTO. Predict the reactants needed to synthesize the given product. Given the product O=C([O-])c1ccc(OCCCCO)cc1, predict the reactants needed to synthesize it. The reactants are: CC(=O)OCCCCOc1ccc(C(=O)[O-])cc1.